From a dataset of Catalyst prediction with 721,799 reactions and 888 catalyst types from USPTO. Predict which catalyst facilitates the given reaction. (1) Reactant: [C:1]([OH:7])(=[O:6])[CH2:2][CH2:3][C:4]#[CH:5].[Li+].CC([N-]C(C)C)C.Cl[C:17]([O:19][CH2:20][CH3:21])=[O:18].P([O-])(O)(O)=O.[K+]. Product: [CH2:20]([O:19][C:17](=[O:18])[C:5]#[C:4][CH2:3][CH2:2][C:1]([OH:7])=[O:6])[CH3:21]. The catalyst class is: 559. (2) Reactant: [O:1]1[CH2:6][CH2:5][CH:4]([CH2:7][OH:8])[CH2:3][CH2:2]1.[H-].[Na+].F[C:12]1[CH:17]=[CH:16][C:15]([S:18]([NH2:21])(=[O:20])=[O:19])=[CH:14][C:13]=1[N+:22]([O-:24])=[O:23].Cl. Product: [N+:22]([C:13]1[CH:14]=[C:15]([S:18]([NH2:21])(=[O:19])=[O:20])[CH:16]=[CH:17][C:12]=1[O:8][CH2:7][CH:4]1[CH2:5][CH2:6][O:1][CH2:2][CH2:3]1)([O-:24])=[O:23]. The catalyst class is: 30. (3) Reactant: [CH3:1][C:2]([CH3:7])=[CH:3][C:4](Cl)=[O:5].[NH2:8][C:9]1[CH:14]=[CH:13][CH:12]=[CH:11][CH:10]=1.C(N(C(C)C)CC)(C)C.C(=O)(O)[O-].[Na+]. Product: [C:9]1([NH:8][C:4](=[O:5])[CH:3]=[C:2]([CH3:7])[CH3:1])[CH:14]=[CH:13][CH:12]=[CH:11][CH:10]=1. The catalyst class is: 2. (4) Reactant: C(OC([N:8](C(OC(C)(C)C)=O)[C:9]1[CH:10]=[CH:11][C:12]([CH2:15][P:16](=[O:23])([O:20][CH2:21][CH3:22])[O:17][CH2:18][CH3:19])=[N:13][CH:14]=1)=O)(C)(C)C.[ClH:31]. Product: [ClH:31].[NH2:8][C:9]1[CH:10]=[CH:11][C:12]([CH2:15][P:16](=[O:23])([O:20][CH2:21][CH3:22])[O:17][CH2:18][CH3:19])=[N:13][CH:14]=1. The catalyst class is: 25.